This data is from Full USPTO retrosynthesis dataset with 1.9M reactions from patents (1976-2016). The task is: Predict the reactants needed to synthesize the given product. (1) Given the product [Br:12][C:13]1[CH:14]=[N:11][C:8]2[N:9]([N:10]=[C:6]([N:1]3[CH2:2][CH2:3][CH2:4][CH2:5]3)[N:7]=2)[CH:16]=1, predict the reactants needed to synthesize it. The reactants are: [N:1]1([C:6]2[NH:10][N:9]=[C:8]([NH2:11])[N:7]=2)[CH2:5][CH2:4][CH2:3][CH2:2]1.[Br:12][CH:13]([CH:16]=O)[CH:14]=O. (2) The reactants are: Br[C:2]1[CH:9]=[CH:8][C:5]([C:6]#[N:7])=[C:4]([CH3:10])[CH:3]=1.[C:11]1(B(O)O)[CH:16]=[CH:15][CH:14]=[CH:13][CH:12]=1. Given the product [CH3:10][C:4]1[CH:3]=[C:2]([C:11]2[CH:16]=[CH:15][CH:14]=[CH:13][CH:12]=2)[CH:9]=[CH:8][C:5]=1[C:6]#[N:7], predict the reactants needed to synthesize it. (3) The reactants are: [CH2:1]([C@H:4]1[CH2:10][N:9]([CH:11]2[CH2:15][CH2:14][CH2:13][CH2:12]2)[C:8]2[N:16]=[C:17]([NH:20][C:21]3[CH:29]=[CH:28][C:24]([C:25]([OH:27])=O)=[CH:23][C:22]=3[O:30][CH3:31])[N:18]=[CH:19][C:7]=2[N:6]([CH3:32])[C:5]1=[O:33])[CH:2]=[CH2:3].[NH2:34][C@@H:35]1[CH2:39][CH2:38][N:37](C(OC(C)(C)C)=O)[CH2:36]1. Given the product [CH2:1]([C@H:4]1[CH2:10][N:9]([CH:11]2[CH2:15][CH2:14][CH2:13][CH2:12]2)[C:8]2[N:16]=[C:17]([NH:20][C:21]3[CH:29]=[CH:28][C:24]([C:25]([NH:34][C@@H:35]4[CH2:39][CH2:38][NH:37][CH2:36]4)=[O:27])=[CH:23][C:22]=3[O:30][CH3:31])[N:18]=[CH:19][C:7]=2[N:6]([CH3:32])[C:5]1=[O:33])[CH:2]=[CH2:3], predict the reactants needed to synthesize it. (4) Given the product [F:1][C:2]([F:11])([F:12])[C:3]1[CH:10]=[CH:9][C:6]([C:7]2([NH2:8])[CH2:14][CH2:13]2)=[CH:5][CH:4]=1, predict the reactants needed to synthesize it. The reactants are: [F:1][C:2]([F:12])([F:11])[C:3]1[CH:10]=[CH:9][C:6]([C:7]#[N:8])=[CH:5][CH:4]=1.[CH2:13]([Mg]Br)[CH3:14].B(F)(F)F.CCOCC. (5) The reactants are: O=C1[CH2:7][CH:6]([C:8]([OH:10])=[O:9])[CH2:5]CN1.[H-].[Na+].I[CH3:14].[CH3:15][N:16]([CH:18]=[O:19])[CH3:17]. Given the product [CH3:15][N:16]1[CH2:17][CH2:5][CH:6]([C:8]([O:10][CH3:14])=[O:9])[CH2:7][C:18]1=[O:19], predict the reactants needed to synthesize it.